The task is: Predict which catalyst facilitates the given reaction.. This data is from Catalyst prediction with 721,799 reactions and 888 catalyst types from USPTO. (1) Reactant: [NH2:1][C:2]1[C:7]([O:8][CH2:9][C:10]([O:12][C:13]([CH3:16])([CH3:15])[CH3:14])=[O:11])=[CH:6][CH:5]=[CH:4][N:3]=1.[C:17]([N:25]=[C:26]=[S:27])(=[O:24])[C:18]1[CH:23]=[CH:22][CH:21]=[CH:20][CH:19]=1. Product: [C:17]([NH:25][C:26](=[S:27])[NH:1][C:2]1[C:7]([O:8][CH2:9][C:10]([O:12][C:13]([CH3:16])([CH3:15])[CH3:14])=[O:11])=[CH:6][CH:5]=[CH:4][N:3]=1)(=[O:24])[C:18]1[CH:23]=[CH:22][CH:21]=[CH:20][CH:19]=1. The catalyst class is: 7. (2) Reactant: [Cl:1][C:2]1[C:3]([O:25][C:26]2[CH:31]=[CH:30][C:29]([C:32]([F:35])([F:34])[F:33])=[CH:28][C:27]=2[C:36]2[C:37]([N+:47]([O-])=O)=[N:38][N:39](C3CCCCO3)[CH:40]=2)=[CH:4][C:5]([F:24])=[C:6]([S:8]([N:11]([C:19]2[N:20]=[CH:21][S:22][CH:23]=2)C(=O)OC(C)(C)C)(=[O:10])=[O:9])[CH:7]=1.[Cl-].[NH4+]. Product: [NH2:47][C:37]1[C:36]([C:27]2[CH:28]=[C:29]([C:32]([F:34])([F:35])[F:33])[CH:30]=[CH:31][C:26]=2[O:25][C:3]2[C:2]([Cl:1])=[CH:7][C:6]([S:8]([NH:11][C:19]3[N:20]=[CH:21][S:22][CH:23]=3)(=[O:10])=[O:9])=[C:5]([F:24])[CH:4]=2)=[CH:40][NH:39][N:38]=1. The catalyst class is: 186. (3) Reactant: [F:1][C:2]1[CH:10]=[C:9]([F:11])[CH:8]=[C:7]2[C:3]=1[CH:4]=[N:5][NH:6]2.[OH-].[K+].[I:14]I. Product: [F:1][C:2]1[CH:10]=[C:9]([F:11])[CH:8]=[C:7]2[C:3]=1[C:4]([I:14])=[N:5][NH:6]2. The catalyst class is: 3. (4) Reactant: Cl.[CH3:2][O:3][C:4](=[O:18])[C@@H:5]([NH2:17])[CH2:6][C:7]([F:16])([F:15])[CH2:8][C:9]1[CH:14]=[CH:13][CH:12]=[CH:11][CH:10]=1.C(NC(C)C)(C)C.[N:26]1([C:32](Cl)=[O:33])[CH2:31][CH2:30][O:29][CH2:28][CH2:27]1. Product: [CH3:2][O:3][C:4](=[O:18])[C@@H:5]([NH:17][C:32]([N:26]1[CH2:31][CH2:30][O:29][CH2:28][CH2:27]1)=[O:33])[CH2:6][C:7]([F:16])([F:15])[CH2:8][C:9]1[CH:14]=[CH:13][CH:12]=[CH:11][CH:10]=1. The catalyst class is: 46. (5) Reactant: [NH2:1][C:2]1[CH:7]=[CH:6][C:5]([N+:8]([O-:10])=[O:9])=[CH:4][C:3]=1[OH:11].C(N(C(C)C)C(C)C)C.C1N=CN([S:26](N2C=NC=C2)(=[O:28])=[O:27])C=1. Product: [N+:8]([C:5]1[CH:6]=[CH:7][C:2]2[NH:1][S:26](=[O:28])(=[O:27])[O:11][C:3]=2[CH:4]=1)([O-:10])=[O:9]. The catalyst class is: 10. (6) Reactant: C([O-])(=O)C.[NH4+:5].[C:6]1([CH2:12][O:13][C:14](=[O:24])[CH2:15][C:16]2[CH2:21][CH2:20][CH2:19][C:18](=O)[C:17]=2O)[CH:11]=[CH:10][CH:9]=[CH:8][CH:7]=1.[Cl:25][C:26]1[CH:31]=[CH:30][C:29]([C@H:32]([NH2:34])[CH3:33])=[CH:28][CH:27]=1.[CH:35](=O)[CH:36]([CH3:38])[CH3:37]. Product: [C:6]1([CH2:12][O:13][C:14](=[O:24])[CH2:15][CH:16]2[C:17]3[N:34]([C@@H:32]([C:29]4[CH:30]=[CH:31][C:26]([Cl:25])=[CH:27][CH:28]=4)[CH3:33])[C:35]([CH:36]([CH3:38])[CH3:37])=[N:5][C:18]=3[CH2:19][CH2:20][CH2:21]2)[CH:11]=[CH:10][CH:9]=[CH:8][CH:7]=1. The catalyst class is: 671. (7) Reactant: [P:1](Cl)(Cl)([O:3][C:4]1[CH:9]=[CH:8][CH:7]=[CH:6][CH:5]=1)=[O:2].[F:12][C:13]1[C:18]([OH:19])=[C:17]([F:20])[C:16]([F:21])=[C:15]([F:22])[C:14]=1[F:23].CCN(CC)CC.[ClH:31].[NH2:32][C@@H:33]([CH3:42])[C:34]([O:36][CH:37]([CH2:40][CH3:41])[CH2:38][CH3:39])=[O:35]. Product: [Cl:31][C:7]1[CH:8]=[CH:9][C:4]([O:3][P:1]([NH:32][C@@H:33]([CH3:42])[C:34]([O:36][CH:37]([CH2:40][CH3:41])[CH2:38][CH3:39])=[O:35])([O:19][C:18]2[C:13]([F:12])=[C:14]([F:23])[C:15]([F:22])=[C:16]([F:21])[C:17]=2[F:20])=[O:2])=[CH:5][CH:6]=1. The catalyst class is: 2. (8) The catalyst class is: 220. Product: [Cl:26][C:23]1[CH:24]=[CH:25][C:20]2[CH:19]=[C:18]3[N:27]([C:21]=2[N:22]=1)[CH2:28][C:29](=[O:31])[CH2:16][CH2:17]3. Reactant: CC([O-])(C)C.[K+].C1COCC1.C(OC(=O)[CH2:16][CH2:17][C:18]1[N:27]([CH2:28][C:29]([O:31]C(C)(C)C)=O)[C:21]2=[N:22][C:23]([Cl:26])=[CH:24][CH:25]=[C:20]2[CH:19]=1)C. (9) Reactant: C(OC(=O)[NH:7][CH:8]([C:10]1[CH:15]=[CH:14][CH:13]=[C:12]([N:16]2[CH2:21][C@H:20]([CH3:22])[O:19][C@H:18]([CH3:23])[CH2:17]2)[CH:11]=1)[CH3:9])(C)(C)C.[ClH:25]. Product: [ClH:25].[CH3:22][C@H:20]1[O:19][C@@H:18]([CH3:23])[CH2:17][N:16]([C:12]2[CH:11]=[C:10]([C@@H:8]([NH2:7])[CH3:9])[CH:15]=[CH:14][CH:13]=2)[CH2:21]1. The catalyst class is: 5.